This data is from Forward reaction prediction with 1.9M reactions from USPTO patents (1976-2016). The task is: Predict the product of the given reaction. (1) The product is: [CH2:21]([O:28][C:29]1[CH:34]=[CH:33][C:32]([C:2]2[N:7]=[CH:6][N:5]=[C:4]([NH:8][C@@H:9]([C:17]([O:19][CH3:20])=[O:18])[CH2:10][C:11]3[CH:16]=[CH:15][CH:14]=[CH:13][N:12]=3)[CH:3]=2)=[CH:31][CH:30]=1)[C:22]1[CH:27]=[CH:26][CH:25]=[CH:24][CH:23]=1. Given the reactants Cl[C:2]1[N:7]=[CH:6][N:5]=[C:4]([NH:8][C@@H:9]([C:17]([O:19][CH3:20])=[O:18])[CH2:10][C:11]2[CH:16]=[CH:15][CH:14]=[CH:13][N:12]=2)[CH:3]=1.[CH2:21]([O:28][C:29]1[CH:34]=[CH:33][C:32](B(O)O)=[CH:31][CH:30]=1)[C:22]1[CH:27]=[CH:26][CH:25]=[CH:24][CH:23]=1.C(=O)([O-])[O-].[K+].[K+], predict the reaction product. (2) Given the reactants [CH3:1][O:2][C:3]1[CH:8]=[CH:7][C:6]([C:9]2[CH:14]=[CH:13][C:12]([O:15][CH3:16])=[CH:11][CH:10]=2)=[CH:5][C:4]=1[CH2:17][NH:18][CH:19]1[CH2:24][CH2:23][CH:22]([N:25]([CH3:33])[C:26](=[O:32])[O:27][C:28]([CH3:31])([CH3:30])[CH3:29])[CH2:21][CH2:20]1.[Cl:34][C:35]1[C:36]2[CH:46]=[CH:45][CH:44]=[CH:43][C:37]=2[S:38][C:39]=1[C:40](Cl)=[O:41], predict the reaction product. The product is: [Cl:34][C:35]1[C:36]2[CH:46]=[CH:45][CH:44]=[CH:43][C:37]=2[S:38][C:39]=1[C:40]([N:18]([CH2:17][C:4]1[CH:5]=[C:6]([C:9]2[CH:10]=[CH:11][C:12]([O:15][CH3:16])=[CH:13][CH:14]=2)[CH:7]=[CH:8][C:3]=1[O:2][CH3:1])[CH:19]1[CH2:24][CH2:23][CH:22]([N:25]([CH3:33])[C:26](=[O:32])[O:27][C:28]([CH3:29])([CH3:30])[CH3:31])[CH2:21][CH2:20]1)=[O:41].